Dataset: Reaction yield outcomes from USPTO patents with 853,638 reactions. Task: Predict the reaction yield, written as a fraction of the theoretical maximum amount of product (1.0 means a 100% yield; for example, 0.34 means a 34% yield). (1) The reactants are [CH3:1][CH:2]([O:4][C:5]1[CH:10]=[CH:9][C:8]([NH:11][C:12]2[NH:16][N:15]=[CH:14][CH:13]=2)=[CH:7][CH:6]=1)[CH3:3].N12CCCN=C1CCCCC2.[C:28]([C:30]1[CH:35]=[CH:34][CH:33]=[CH:32][C:31]=1[C:36]1[CH:41]=[CH:40][C:39]([CH2:42][CH:43]([C:49](=O)[CH2:50][CH2:51][CH3:52])[C:44](OCC)=[O:45])=[CH:38][CH:37]=1)#[N:29].C(OCC)(=O)C. The catalyst is CCN(C1C=CC=CC=1)CC.O. The product is [CH3:3][CH:2]([O:4][C:5]1[CH:6]=[CH:7][C:8]([N:11]2[C:44](=[O:45])[C:43]([CH2:42][C:39]3[CH:40]=[CH:41][C:36]([C:31]4[C:30]([C:28]#[N:29])=[CH:35][CH:34]=[CH:33][CH:32]=4)=[CH:37][CH:38]=3)=[C:49]([CH2:50][CH2:51][CH3:52])[N:16]3[N:15]=[CH:14][CH:13]=[C:12]23)=[CH:9][CH:10]=1)[CH3:1]. The yield is 0.890. (2) The reactants are C1(P(C2CCCCC2)C2CCCCC2)CCCCC1.[CH2:20]([O:27][C:28]1[CH:29]=[CH:30][C:31]2[C:35]([O:36][C:37]3[CH:51]=[CH:50][C:40]([O:41][CH2:42][CH2:43][N:44]4[CH2:49][CH2:48][CH2:47][CH2:46][CH2:45]4)=[CH:39][CH:38]=3)=[C:34](Br)[S:33][C:32]=2[CH:53]=1)[C:21]1[CH:26]=[CH:25][CH:24]=[CH:23][CH:22]=1.CC1(C)C(C)(C)OB([C:62]2[CH:67]=[CH:66][C:65]([S:68]([C:71]([F:74])([F:73])[F:72])(=[O:70])=[O:69])=[CH:64][CH:63]=2)O1.[F-].[Cs+]. The catalyst is C(#N)C.C([O-])(=O)C.[Pd+2].C([O-])(=O)C. The product is [CH2:20]([O:27][C:28]1[CH:29]=[CH:30][C:31]2[C:35]([O:36][C:37]3[CH:51]=[CH:50][C:40]([O:41][CH2:42][CH2:43][N:44]4[CH2:49][CH2:48][CH2:47][CH2:46][CH2:45]4)=[CH:39][CH:38]=3)=[C:34]([C:62]3[CH:63]=[CH:64][C:65]([S:68]([C:71]([F:73])([F:72])[F:74])(=[O:70])=[O:69])=[CH:66][CH:67]=3)[S:33][C:32]=2[CH:53]=1)[C:21]1[CH:26]=[CH:25][CH:24]=[CH:23][CH:22]=1. The yield is 0.550. (3) The reactants are [Cl:1][C:2]1[C:3]([C:23]2[CH:28]=[CH:27][C:26]([O:29][CH3:30])=[CH:25][CH:24]=2)=[C:4]2[C:18]3[CH2:19][CH2:20][S:21][CH2:22][C:17]=3[S:16][C:5]2=[N:6][C:7]=1[CH2:8][N:9]1[C:13](=[O:14])[CH2:12][CH2:11][C:10]1=[O:15].CN(C)C=[O:34].OO.S([O-])([O-])(=O)=S.[Na+].[Na+]. The catalyst is O. The product is [Cl:1][C:2]1[C:3]([C:23]2[CH:24]=[CH:25][C:26]([O:29][CH3:30])=[CH:27][CH:28]=2)=[C:4]2[C:18]3[CH2:19][CH2:20][S:21](=[O:34])[CH2:22][C:17]=3[S:16][C:5]2=[N:6][C:7]=1[CH2:8][N:9]1[C:10](=[O:15])[CH2:11][CH2:12][C:13]1=[O:14]. The yield is 0.975. (4) The reactants are [CH2:1]([Li])CCC.[Br:6][C:7]1[CH:8]=[N:9][CH:10]=[C:11]([C:13]([F:16])([F:15])[F:14])[CH:12]=1.CI.C(OC(=O)C)C. The catalyst is C1COCC1.CCCCCC. The product is [Br:6][C:7]1[CH:8]=[N:9][CH:10]=[C:11]([C:13]([F:14])([F:16])[F:15])[C:12]=1[CH3:1]. The yield is 0.179. (5) The reactants are [C:1]([C:5]1[S:9][C:8]([C:10]([O-:12])=O)=[N:7][N:6]=1)([CH3:4])([CH3:3])[CH3:2].[Li+].CN(C(ON1N=NC2C=CC=NC1=2)=[N+](C)C)C.F[P-](F)(F)(F)(F)F.[NH2:38][C:39]1[CH:40]=[C:41]([S:45]([NH2:48])(=[O:47])=[O:46])[CH:42]=[CH:43][CH:44]=1. The catalyst is CN(C=O)C.O. The product is [C:1]([C:5]1[S:9][C:8]([C:10]([NH:38][C:39]2[CH:44]=[CH:43][CH:42]=[C:41]([S:45](=[O:47])(=[O:46])[NH2:48])[CH:40]=2)=[O:12])=[N:7][N:6]=1)([CH3:2])([CH3:3])[CH3:4]. The yield is 0.310. (6) The reactants are [OH:1][C@H:2]([CH3:35])[CH2:3][NH:4][C:5]([C:7]1[NH:8][C:9]([C:12]2[CH:17]=[C:16]([O:18][Si:19]([CH:26]([CH3:28])[CH3:27])([CH:23]([CH3:25])[CH3:24])[CH:20]([CH3:22])[CH3:21])[CH:15]=[C:14]([O:29][C@@H:30]([CH3:34])[CH2:31][O:32][CH3:33])[CH:13]=2)=[CH:10][CH:11]=1)=O.CS(O)(=O)=O.C(N(CC)CC)C.[Cl-].[NH4+]. The catalyst is O1CCCC1. The product is [CH3:33][O:32][CH2:31][C@H:30]([CH3:34])[O:29][C:14]1[CH:13]=[C:12]([C:9]2[NH:8][C:7]([C:5]3[O:1][C@@H:2]([CH3:35])[CH2:3][N:4]=3)=[CH:11][CH:10]=2)[CH:17]=[C:16]([O:18][Si:19]([CH:23]([CH3:24])[CH3:25])([CH:20]([CH3:21])[CH3:22])[CH:26]([CH3:28])[CH3:27])[CH:15]=1. The yield is 0.740. (7) The reactants are [CH3:1][O:2][C:3](=[O:14])[C:4]1[CH:9]=[CH:8][CH:7]=[C:6]([N+:10]([O-:12])=[O:11])[C:5]=1[NH2:13].[Br:15]Br. The catalyst is C(O)(=O)C. The product is [CH3:1][O:2][C:3](=[O:14])[C:4]1[CH:9]=[C:8]([Br:15])[CH:7]=[C:6]([N+:10]([O-:12])=[O:11])[C:5]=1[NH2:13]. The yield is 0.820. (8) The reactants are [Cl:1][C:2]1[CH:7]=[CH:6][C:5]([OH:8])=[C:4]([F:9])[CH:3]=1.Cl.[CH2:11]([O:18][C:19]1[CH:28]=[C:27]2[C:22]([C:23](Cl)=[N:24][CH:25]=[N:26]2)=[CH:21][C:20]=1[O:30][CH3:31])[C:12]1[CH:17]=[CH:16][CH:15]=[CH:14][CH:13]=1. The catalyst is N1C=CC=CC=1. The product is [CH2:11]([O:18][C:19]1[CH:28]=[C:27]2[C:22]([C:23]([O:8][C:5]3[CH:6]=[CH:7][C:2]([Cl:1])=[CH:3][C:4]=3[F:9])=[N:24][CH:25]=[N:26]2)=[CH:21][C:20]=1[O:30][CH3:31])[C:12]1[CH:13]=[CH:14][CH:15]=[CH:16][CH:17]=1. The yield is 0.770. (9) The reactants are [NH2:1][CH:2]([CH2:12][C:13]1[CH:18]=[CH:17][C:16]([O:19][CH3:20])=[CH:15][CH:14]=1)[CH:3]([C:5]1[CH:10]=[CH:9][C:8]([F:11])=[CH:7][CH:6]=1)[OH:4].[C:21]1([C:31](Cl)=[O:32])[C:30]2[C:25](=[CH:26][CH:27]=[CH:28][CH:29]=2)[CH:24]=[CH:23][CH:22]=1.C(=O)([O-])O.[Na+]. The catalyst is C(OCC)(=O)C.O. The product is [F:11][C:8]1[CH:7]=[CH:6][C:5]([CH:3]([OH:4])[CH:2]([NH:1][C:31]([C:21]2[C:30]3[C:25](=[CH:26][CH:27]=[CH:28][CH:29]=3)[CH:24]=[CH:23][CH:22]=2)=[O:32])[CH2:12][C:13]2[CH:14]=[CH:15][C:16]([O:19][CH3:20])=[CH:17][CH:18]=2)=[CH:10][CH:9]=1. The yield is 0.890. (10) The reactants are [Cl:1][C:2]1[N:7]=[C:6](Cl)[C:5]([I:9])=[CH:4][N:3]=1.[NH2:10][C:11]1[CH:12]=[CH:13][C:14]([O:17][CH3:18])=[N:15][CH:16]=1.C(N(CC)C(C)C)(C)C. The catalyst is O1CCOCC1.O.[Cu]I. The product is [Cl:1][C:2]1[N:7]=[C:6]([NH:10][C:11]2[CH:16]=[N:15][C:14]([O:17][CH3:18])=[CH:13][CH:12]=2)[C:5]([I:9])=[CH:4][N:3]=1. The yield is 0.670.